Task: Predict the product of the given reaction.. Dataset: Forward reaction prediction with 1.9M reactions from USPTO patents (1976-2016) The product is: [CH2:1]([N:3]1[CH2:8][CH2:7][O:6][CH:5]([C:9]2[CH:14]=[CH:13][C:12]([NH2:15])=[CH:11][CH:10]=2)[CH2:4]1)[CH3:2]. Given the reactants [CH2:1]([N:3]1[CH2:8][CH2:7][O:6][CH:5]([C:9]2[CH:14]=[CH:13][C:12]([N+:15]([O-])=O)=[CH:11][CH:10]=2)[CH2:4]1)[CH3:2].CO.C([O-])=O.[NH4+], predict the reaction product.